Predict the product of the given reaction. From a dataset of Forward reaction prediction with 1.9M reactions from USPTO patents (1976-2016). (1) Given the reactants [CH3:1][C@H:2]([NH:6][C:7]([O:9][CH2:10][C:11]1[CH:16]=[CH:15][CH:14]=[CH:13][CH:12]=1)=[O:8])[C:3]([OH:5])=O.Cl.[NH2:18][CH2:19][C:20]([C:22]1[CH:27]=[CH:26][CH:25]=[CH:24][CH:23]=1)=[O:21].CN1CCOCC1.ON1C2C=CC=CC=2N=N1.Cl.CN(C)CCCN=C=NCC, predict the reaction product. The product is: [CH2:10]([O:9][C:7](=[O:8])[NH:6][CH:2]([C:3](=[O:5])[NH:18][CH2:19][C:20](=[O:21])[C:22]1[CH:27]=[CH:26][CH:25]=[CH:24][CH:23]=1)[CH3:1])[C:11]1[CH:16]=[CH:15][CH:14]=[CH:13][CH:12]=1. (2) Given the reactants [BH4-].[Na+].[CH:3]([C:5]1[CH:6]=[CH:7][C:8]2[N:9]([C:18]3[CH:23]=[CH:22][C:21]([C:24]4[CH:29]=[CH:28][C:27]([N:30]5[C:42]6[CH:41]=[CH:40][C:39]([CH:43]=[O:44])=[CH:38][C:37]=6[C:36]6[C:31]5=[CH:32][CH:33]=[CH:34][CH:35]=6)=[CH:26][CH:25]=4)=[CH:20][CH:19]=3)[C:10]3[C:15]([C:16]=2[CH:17]=1)=[CH:14][CH:13]=[CH:12][CH:11]=3)=[O:4].O.Cl, predict the reaction product. The product is: [OH:44][CH2:43][C:39]1[CH:40]=[CH:41][C:42]2[N:30]([C:27]3[CH:28]=[CH:29][C:24]([C:21]4[CH:20]=[CH:19][C:18]([N:9]5[C:8]6[CH:7]=[CH:6][C:5]([CH2:3][OH:4])=[CH:17][C:16]=6[C:15]6[C:10]5=[CH:11][CH:12]=[CH:13][CH:14]=6)=[CH:23][CH:22]=4)=[CH:25][CH:26]=3)[C:31]3[C:36]([C:37]=2[CH:38]=1)=[CH:35][CH:34]=[CH:33][CH:32]=3. (3) Given the reactants [NH2:1][C:2]1[CH:7]=[C:6]([O:8][CH3:9])[CH:5]=[CH:4][C:3]=1[S:10]([NH:13][C:14]1[CH:15]=[CH:16][C:17]2[CH2:21][O:20][B:19]([OH:22])[C:18]=2[CH:23]=1)(=[O:12])=[O:11].[F:24][C:25]([F:36])([F:35])[C:26](O[C:26](=[O:27])[C:25]([F:36])([F:35])[F:24])=[O:27].C(OCC)(=O)C.O, predict the reaction product. The product is: [F:24][C:25]([F:36])([F:35])[C:26]([NH:1][C:2]1[CH:7]=[C:6]([O:8][CH3:9])[CH:5]=[CH:4][C:3]=1[S:10](=[O:11])(=[O:12])[NH:13][C:14]1[CH:15]=[CH:16][C:17]2[CH2:21][O:20][B:19]([OH:22])[C:18]=2[CH:23]=1)=[O:27].